Dataset: Reaction yield outcomes from USPTO patents with 853,638 reactions. Task: Predict the reaction yield, written as a fraction of the theoretical maximum amount of product (1.0 means a 100% yield; for example, 0.34 means a 34% yield). (1) The reactants are [Cl:1][C:2]1[CH:18]=[C:17]([F:19])[C:5]2[CH2:6][CH2:7][N:8]([C:11](=[O:16])[C:12]([F:15])([F:14])[F:13])[CH2:9][CH2:10][C:4]=2[C:3]=1OS(C(F)(F)F)(=O)=O.[F:28][C:29]1[CH:30]=[C:31]([CH:34]=[CH:35][CH:36]=1)[CH2:32][NH2:33]. No catalyst specified. The product is [Cl:1][C:2]1[CH:18]=[C:17]([F:19])[C:5]2[CH2:6][CH2:7][N:8]([C:11](=[O:16])[C:12]([F:13])([F:15])[F:14])[CH2:9][CH2:10][C:4]=2[C:3]=1[NH:33][CH2:32][C:31]1[CH:34]=[CH:35][CH:36]=[C:29]([F:28])[CH:30]=1. The yield is 0.280. (2) The reactants are Cl.[CH2:2]([O:4][C:5]([CH2:7][N:8]1[CH2:13][C:12]2[CH:14]=[C:15](/[CH:18]=[CH:19]/[C:20]([OH:22])=O)[CH:16]=[N:17][C:11]=2[NH:10][C:9]1=[O:23])=[O:6])[CH3:3].Cl.CN1CC2C=C(/C=C/C(O)=O)C=NC=2NC(=O)C1.[CH3:43][NH:44][CH2:45][C:46]1[S:50][C:49]2[CH:51]=[CH:52][CH:53]=[CH:54][C:48]=2[C:47]=1[CH3:55].CNCC1C=CC2C(=CC=CC=2)C=1CCC. No catalyst specified. The product is [CH2:2]([O:4][C:5](=[O:6])[CH2:7][N:8]1[CH2:13][C:12]2[CH:14]=[C:15](/[CH:18]=[CH:19]/[C:20](=[O:22])[N:44]([CH3:43])[CH2:45][C:46]3[S:50][C:49]4[CH:51]=[CH:52][CH:53]=[CH:54][C:48]=4[C:47]=3[CH3:55])[CH:16]=[N:17][C:11]=2[NH:10][C:9]1=[O:23])[CH3:3]. The yield is 0.590. (3) The reactants are [C:1]([OH:7])(=[O:6])[CH2:2][C:3]([OH:5])=[O:4].[Cl:8][C:9]1[CH:14]=[C:13]([Cl:15])[CH:12]=[C:11]([Cl:16])[C:10]=1O.P(Cl)(Cl)(Cl)=O. No catalyst specified. The product is [Cl:8][C:9]1[CH:14]=[C:13]([Cl:15])[CH:12]=[C:11]([Cl:16])[C:10]=1[O:4][C:3](=[O:5])[CH2:2][C:1]([O:7][C:10]1[C:9]([Cl:8])=[CH:14][C:13]([Cl:15])=[CH:12][C:11]=1[Cl:16])=[O:6]. The yield is 1.00.